From a dataset of Full USPTO retrosynthesis dataset with 1.9M reactions from patents (1976-2016). Predict the reactants needed to synthesize the given product. (1) Given the product [Cl:13][C:14]1[CH:19]=[CH:18][C:17]([N:20]2[C:29](=[O:30])[C:28]3[C:23](=[CH:24][CH:25]=[CH:26][CH:27]=3)[N:22]=[C:21]2[C:31]2[CH:36]=[CH:35][C:34](/[CH:37]=[CH:6]/[N:7]([CH3:9])[CH3:8])=[C:33]([N+:38]([O-:40])=[O:39])[CH:32]=2)=[CH:16][CH:15]=1, predict the reactants needed to synthesize it. The reactants are: C(O[CH:6](N(C)C)[N:7]([CH3:9])[CH3:8])(C)(C)C.[Cl:13][C:14]1[CH:19]=[CH:18][C:17]([N:20]2[C:29](=[O:30])[C:28]3[C:23](=[CH:24][CH:25]=[CH:26][CH:27]=3)[N:22]=[C:21]2[C:31]2[CH:36]=[CH:35][C:34]([CH3:37])=[C:33]([N+:38]([O-:40])=[O:39])[CH:32]=2)=[CH:16][CH:15]=1. (2) Given the product [CH3:28][S:24]([C:3]1[N:8]=[C:7]([C:9]2[S:13][C:12]([C:14]([N:16]3[CH2:21][CH2:20][O:19][CH2:18][CH2:17]3)=[O:15])=[CH:11][CH:10]=2)[CH:6]=[CH:5][N:4]=1)(=[O:26])=[O:23], predict the reactants needed to synthesize it. The reactants are: CS[C:3]1[N:8]=[C:7]([C:9]2[S:13][C:12]([C:14]([N:16]3[CH2:21][CH2:20][O:19][CH2:18][CH2:17]3)=[O:15])=[CH:11][CH:10]=2)[CH:6]=[CH:5][N:4]=1.O[O:23][S:24]([O-:26])=O.[K+].[CH3:28]C(C)=O.O. (3) Given the product [C:23]([C:21]1[CH:22]=[C:17]([NH:16][C:15]([NH:35][C:36]2[C:45]3[C:40](=[CH:41][CH:42]=[CH:43][CH:44]=3)[C:39]([O:46][C:47]3[CH:52]=[CH:51][N:50]=[C:49]([NH:53][C:54]4[CH:59]=[C:58]([O:60][CH3:61])[CH:57]=[C:56]([S:62]([CH:65]5[CH2:66][CH2:67]5)(=[O:63])=[O:64])[CH:55]=4)[N:48]=3)=[CH:38][CH:37]=2)=[O:34])[C:18]([O:32][CH3:33])=[C:19]([NH:27][S:28]([CH3:31])(=[O:29])=[O:30])[CH:20]=1)([CH3:26])([CH3:25])[CH3:24], predict the reactants needed to synthesize it. The reactants are: CCN(CC)CC.C1(O[C:15](=[O:34])[NH:16][C:17]2[CH:22]=[C:21]([C:23]([CH3:26])([CH3:25])[CH3:24])[CH:20]=[C:19]([NH:27][S:28]([CH3:31])(=[O:30])=[O:29])[C:18]=2[O:32][CH3:33])C=CC=CC=1.[NH2:35][C:36]1[C:45]2[C:40](=[CH:41][CH:42]=[CH:43][CH:44]=2)[C:39]([O:46][C:47]2[CH:52]=[CH:51][N:50]=[C:49]([NH:53][C:54]3[CH:59]=[C:58]([O:60][CH3:61])[CH:57]=[C:56]([S:62]([CH:65]4[CH2:67][CH2:66]4)(=[O:64])=[O:63])[CH:55]=3)[N:48]=2)=[CH:38][CH:37]=1. (4) Given the product [CH:15]([O:13][C:6]1[CH:7]=[CH:8][C:9]([N+:10]([O-:12])=[O:11])=[C:4]([CH3:3])[CH:5]=1)([CH3:17])[CH3:16], predict the reactants needed to synthesize it. The reactants are: [H-].[Na+].[CH3:3][C:4]1[CH:5]=[C:6]([OH:13])[CH:7]=[CH:8][C:9]=1[N+:10]([O-:12])=[O:11].I[CH:15]([CH3:17])[CH3:16].O. (5) The reactants are: [C:1]([C:3]1[C:4]([C:17]([F:20])([F:19])[F:18])=[C:5]2[C:9](=[CH:10][CH:11]=1)[N:8]([CH2:12][C:13](=[NH:16])[NH:14][OH:15])[CH:7]=[CH:6]2)#[N:2].[F:21][C:22]1[CH:30]=[CH:29][C:25]([C:26](O)=O)=[CH:24][C:23]=1[C:31]([F:34])([F:33])[F:32]. Given the product [F:21][C:22]1[CH:30]=[CH:29][C:25]([C:26]2[O:15][N:14]=[C:13]([CH2:12][N:8]3[C:9]4[C:5](=[C:4]([C:17]([F:19])([F:20])[F:18])[C:3]([C:1]#[N:2])=[CH:11][CH:10]=4)[CH:6]=[CH:7]3)[N:16]=2)=[CH:24][C:23]=1[C:31]([F:32])([F:33])[F:34], predict the reactants needed to synthesize it. (6) Given the product [F:1][C:2]1[CH:7]=[C:6]([CH3:8])[C:5]([S:9]([CH2:10][C:11]([F:12])([F:13])[F:14])=[O:34])=[CH:4][C:3]=1[N:15]1[C:20](=[O:21])[C:19]2[CH:22]=[CH:23][CH:24]=[N:25][C:18]=2[N:17]=[CH:16]1, predict the reactants needed to synthesize it. The reactants are: [F:1][C:2]1[CH:7]=[C:6]([CH3:8])[C:5]([S:9][CH2:10][C:11]([F:14])([F:13])[F:12])=[CH:4][C:3]=1[N:15]1[C:20](=[O:21])[C:19]2[CH:22]=[CH:23][CH:24]=[N:25][C:18]=2[N:17]=[CH:16]1.ClC1C=CC=C(C(OO)=[O:34])C=1. (7) Given the product [NH:1]([C:22]([O:24][C:25]([CH3:28])([CH3:27])[CH3:26])=[O:23])[C@H:2]([CH:18]=[O:19])[CH2:3][CH2:4][CH2:5][CH2:6][NH:7][C:8]([O:10][CH2:11][C:12]1[CH:13]=[CH:14][CH:15]=[CH:16][CH:17]=1)=[O:9], predict the reactants needed to synthesize it. The reactants are: [NH:1]([C:22]([O:24][C:25]([CH3:28])([CH3:27])[CH3:26])=[O:23])[C@H:2]([C:18](OC)=[O:19])[CH2:3][CH2:4][CH2:5][CH2:6][NH:7][C:8]([O:10][CH2:11][C:12]1[CH:17]=[CH:16][CH:15]=[CH:14][CH:13]=1)=[O:9].[H-].C([Al+]CC(C)C)C(C)C.C(O)(=O)CC(CC(O)=O)(C(O)=O)O.